This data is from Forward reaction prediction with 1.9M reactions from USPTO patents (1976-2016). The task is: Predict the product of the given reaction. Given the reactants [CH3:1][C@H:2]1[O:7][C@@H:6]([CH3:8])[CH2:5][N:4]([C:9]2[CH:16]=[CH:15][C:14]([F:17])=[CH:13][C:10]=2[CH:11]=[O:12])[CH2:3]1.C[C@H]1O[C@H](C)CN(C2C=CC(F)=CC=2C=O)C1, predict the reaction product. The product is: [CH3:1][CH:2]1[O:7][CH:6]([CH3:8])[CH2:5][N:4]([C:9]2[CH:16]=[CH:15][C:14]([F:17])=[CH:13][C:10]=2[CH:11]=[O:12])[CH2:3]1.